Dataset: Forward reaction prediction with 1.9M reactions from USPTO patents (1976-2016). Task: Predict the product of the given reaction. Given the reactants [CH:1]1([C:4]2[CH:14]=[N:13][C:7]3[NH:8][CH2:9][C:10](=[O:12])[NH:11][C:6]=3[CH:5]=2)[CH2:3][CH2:2]1.CN(C)C(=O)C.N1C=CC=CC=1.Cl[C:28]([O:30][C:31]1[CH:36]=[CH:35][C:34]([N+:37]([O-:39])=[O:38])=[CH:33][CH:32]=1)=[O:29], predict the reaction product. The product is: [CH:1]1([C:4]2[CH:14]=[N:13][C:7]3[N:8]([C:28]([O:30][C:31]4[CH:32]=[CH:33][C:34]([N+:37]([O-:39])=[O:38])=[CH:35][CH:36]=4)=[O:29])[CH2:9][C:10](=[O:12])[NH:11][C:6]=3[CH:5]=2)[CH2:3][CH2:2]1.